This data is from Catalyst prediction with 721,799 reactions and 888 catalyst types from USPTO. The task is: Predict which catalyst facilitates the given reaction. Reactant: [F:1][C:2]([F:19])([F:18])[C:3]1[CH:8]=[CH:7][CH:6]=[CH:5][C:4]=1[O:9][C:10]1[CH:11]=[C:12]([CH:15]=[CH:16][CH:17]=1)[C:13]#[N:14].C1COCC1.[H-].[Al+3].[Li+].[H-].[H-].[H-].[OH-].[Na+]. Product: [F:1][C:2]([F:18])([F:19])[C:3]1[CH:8]=[CH:7][CH:6]=[CH:5][C:4]=1[O:9][C:10]1[CH:11]=[C:12]([CH:15]=[CH:16][CH:17]=1)[CH2:13][NH2:14]. The catalyst class is: 97.